This data is from Catalyst prediction with 721,799 reactions and 888 catalyst types from USPTO. The task is: Predict which catalyst facilitates the given reaction. (1) Reactant: I[C:2]1[CH:3]=[N:4][N:5]2[C:10]([N:11]([CH2:20][O:21][CH2:22][CH2:23][Si:24]([CH3:27])([CH3:26])[CH3:25])[CH2:12][O:13][CH2:14][CH2:15][Si:16]([CH3:19])([CH3:18])[CH3:17])=[CH:9][C:8]([O:28][C:29]3[CH:34]=[CH:33][C:32]([S:35][CH3:36])=[CH:31][CH:30]=3)=[N:7][C:6]=12.[O-]P([O-])([O-])=O.[K+].[K+].[K+].O1[CH2:50][CH2:49]OCC1.CCO[C:54]([CH3:56])=O. Product: [CH3:36][S:35][C:32]1[CH:33]=[CH:34][C:29]([O:28][C:8]2[CH:9]=[C:10]([N:11]([CH2:20][O:21][CH2:22][CH2:23][Si:24]([CH3:27])([CH3:26])[CH3:25])[CH2:12][O:13][CH2:14][CH2:15][Si:16]([CH3:19])([CH3:18])[CH3:17])[N:5]3[N:4]=[CH:3][C:2]([C:9]4[CH:10]=[N:5][C:6]5[C:49]([CH:50]=4)=[CH:56][CH:54]=[CH:3][CH:2]=5)=[C:6]3[N:7]=2)=[CH:30][CH:31]=1. The catalyst class is: 140. (2) Reactant: [CH2:1]([O:3][C:4]([C:6]1([C:9]2[CH:14]=[CH:13][C:12]([C:15]3[CH:20]=[CH:19][C:18]([C:21]4[S:22][C:23]([F:29])=CC=4C(O)=O)=[CH:17][CH:16]=3)=[CH:11][CH:10]=2)[CH2:8][CH2:7]1)=[O:5])[CH3:2].C([N:32]([CH2:35][CH3:36])[CH2:33]C)C.C1(P(N=[N+]=[N-])(C2C=CC=CC=2)=[O:44])C=CC=CC=1.[CH3:54][C:55]1[C:56]([C@H:60]([OH:62])[CH3:61])=[CH:57][S:58][CH:59]=1. Product: [CH2:1]([O:3][C:4]([C:6]1([C:9]2[CH:14]=[CH:13][C:12]([C:15]3[CH:20]=[CH:19][C:18]([C:21]4[S:22][C:23]([F:29])=[CH:36][C:35]=4[NH:32][C:33]([O:62][C@@H:60]([C:56]4[C:55]([CH3:54])=[CH:59][S:58][CH:57]=4)[CH3:61])=[O:44])=[CH:17][CH:16]=3)=[CH:11][CH:10]=2)[CH2:8][CH2:7]1)=[O:5])[CH3:2]. The catalyst class is: 133.